Dataset: Full USPTO retrosynthesis dataset with 1.9M reactions from patents (1976-2016). Task: Predict the reactants needed to synthesize the given product. (1) Given the product [NH2:1][C:2]([NH:4][C:5]1[C:6]([C:26]([NH2:28])=[O:27])=[N:7][N:8]([C:10]2[CH:11]=[CH:12][C:13]([C:16]3[CH:21]=[CH:20][CH:19]=[C:18]([CH2:22][CH2:23][C:24]#[N:25])[CH:17]=3)=[CH:14][CH:15]=2)[CH:9]=1)=[O:3], predict the reactants needed to synthesize it. The reactants are: [NH2:1][C:2]([NH:4][C:5]1[C:6]([C:26]([NH2:28])=[O:27])=[N:7][N:8]([C:10]2[CH:15]=[CH:14][C:13]([C:16]3[CH:21]=[CH:20][CH:19]=[C:18](/[CH:22]=[CH:23]/[C:24]#[N:25])[CH:17]=3)=[CH:12][CH:11]=2)[CH:9]=1)=[O:3].[BH4-].[Na+]. (2) Given the product [O:22]=[C:23]1[C:32]2[C:27](=[CH:28][CH:29]=[CH:30][CH:31]=2)[C:26]2[CH2:33][C:34]3[CH:35]=[C:36]([C:40]([OH:42])=[O:41])[CH:37]=[CH:38][C:39]=3[C:25]=2[NH:24]1, predict the reactants needed to synthesize it. The reactants are: O=C1C2C(=CC=CC=2)C2CC3C(C(O)=O)=CC=CC=3C=2N1.[O:22]=[C:23]1[C:32]2[C:27](=[CH:28][CH:29]=[CH:30][CH:31]=2)[C:26]2[CH2:33][C:34]3[CH:35]=[C:36]([C:40]([O:42]C)=[O:41])[CH:37]=[CH:38][C:39]=3[C:25]=2[NH:24]1. (3) Given the product [O:1]1[C:5]2[CH:6]=[CH:7][C:8]([C:10](=[O:12])[CH3:11])=[CH:9][C:4]=2[CH2:3][CH2:2]1, predict the reactants needed to synthesize it. The reactants are: [O:1]1[C:5]2[CH:6]=[CH:7][CH:8]=[CH:9][C:4]=2[CH2:3][CH2:2]1.[C:10](Cl)(=[O:12])[CH3:11].[Cl-].[Al+3].[Cl-].[Cl-].Cl. (4) Given the product [C:1]([O:5][C:6]([N:8]([CH3:51])[C@@H:9]([CH3:50])[C:10]([NH:12][C@@H:13]([C:46]([CH3:49])([CH3:48])[CH3:47])[C:14]([N:16]1[C@H:20]([C:21](=[O:33])[NH:22][C@H:23]2[C:32]3[C:27](=[CH:28][CH:29]=[CH:30][CH:31]=3)[CH2:26][CH2:25][CH2:24]2)[CH2:19][C@H:18]([O:34][CH2:35][C:36]2[CH:45]=[CH:44][C:39]([C:40]([OH:42])=[O:41])=[CH:38][CH:37]=2)[CH2:17]1)=[O:15])=[O:11])=[O:7])([CH3:4])([CH3:3])[CH3:2], predict the reactants needed to synthesize it. The reactants are: [C:1]([O:5][C:6]([N:8]([CH3:51])[C@@H:9]([CH3:50])[C:10]([NH:12][C@@H:13]([C:46]([CH3:49])([CH3:48])[CH3:47])[C:14]([N:16]1[C@H:20]([C:21](=[O:33])[NH:22][C@H:23]2[C:32]3[C:27](=[CH:28][CH:29]=[CH:30][CH:31]=3)[CH2:26][CH2:25][CH2:24]2)[CH2:19][C@H:18]([O:34][CH2:35][C:36]2[CH:45]=[CH:44][C:39]([C:40]([O:42]C)=[O:41])=[CH:38][CH:37]=2)[CH2:17]1)=[O:15])=[O:11])=[O:7])([CH3:4])([CH3:3])[CH3:2].[OH-].[Na+].Cl. (5) Given the product [Cl:1][C:2]1[CH:3]=[C:4]2[C:9](=[C:10]([F:12])[CH:11]=1)[N:8]=[C:7]([N:29]1[CH2:34][CH2:33][CH2:32][CH2:31][CH2:30]1)[C:6]([C:21]#[N:22])=[C:5]2[C:23]1[CH:28]=[CH:27][CH:26]=[CH:25][CH:24]=1, predict the reactants needed to synthesize it. The reactants are: [Cl:1][C:2]1[CH:3]=[C:4]2[C:9](=[C:10]([F:12])[CH:11]=1)[N:8]=[C:7](OS(C(F)(F)F)(=O)=O)[C:6]([C:21]#[N:22])=[C:5]2[C:23]1[CH:28]=[CH:27][CH:26]=[CH:25][CH:24]=1.[NH:29]1[CH2:34][CH2:33][CH2:32][CH2:31][CH2:30]1.C(=O)([O-])[O-].[K+].[K+]. (6) Given the product [CH3:23][C:4]1[CH:3]=[CH:2][CH:7]=[C:6]([CH3:8])[C:5]=1[CH:9]1[C:13](=[O:14])[CH:12]([CH2:15][CH:16]2[CH2:21][CH2:20][O:19][CH2:18][CH2:17]2)[CH2:11][C:10]1=[O:22], predict the reactants needed to synthesize it. The reactants are: Br[C:2]1[CH:7]=[C:6]([CH3:8])[C:5]([CH:9]2[C:13](=[O:14])[C:12](=[CH:15][CH:16]3[CH2:21][CH2:20][O:19][CH2:18][CH2:17]3)[CH2:11][C:10]2=[O:22])=[C:4]([CH3:23])[CH:3]=1.[H][H]. (7) Given the product [NH2:32][C:33]1[CH:34]=[C:35]([C:25]2[C:20]([CH2:19][N:15]3[C@@H:14]([CH3:29])[C@@H:13]([C:5]4[CH:4]=[C:3]([C:2]([F:31])([F:30])[F:1])[CH:8]=[C:7]([C:9]([F:12])([F:11])[F:10])[CH:6]=4)[O:17][C:16]3=[O:18])=[N:21][C:22]([S:27][CH3:28])=[N:23][CH:24]=2)[CH:36]=[CH:37][C:38]=1[F:39], predict the reactants needed to synthesize it. The reactants are: [F:1][C:2]([F:31])([F:30])[C:3]1[CH:4]=[C:5]([C@H:13]2[O:17][C:16](=[O:18])[N:15]([CH2:19][C:20]3[C:25](Br)=[CH:24][N:23]=[C:22]([S:27][CH3:28])[N:21]=3)[C@H:14]2[CH3:29])[CH:6]=[C:7]([C:9]([F:12])([F:11])[F:10])[CH:8]=1.[NH2:32][C:33]1[CH:34]=[C:35](B(O)O)[CH:36]=[CH:37][C:38]=1[F:39].C([O-])([O-])=O.[Na+].[Na+]. (8) Given the product [C:1]([N:4]1[C:13]2[C:8](=[CH:9][C:10]([NH2:14])=[CH:11][CH:12]=2)[C:7]([C:8]2[CH:13]=[CH:12][C:11]([Cl:26])=[CH:10][CH:9]=2)([CH3:22])[CH2:6][C:5]1([CH3:23])[CH3:24])(=[O:3])[CH3:2], predict the reactants needed to synthesize it. The reactants are: [C:1]([N:4]1[C:13]2[C:8](=[CH:9][C:10]([NH:14]C(OC(C)(C)C)=O)=[CH:11][CH:12]=2)[C:7]([CH3:22])=[CH:6][C:5]1([CH3:24])[CH3:23])(=[O:3])[CH3:2].[Al+3].[Cl-:26].[Cl-].[Cl-]. (9) Given the product [CH3:23][N:21]([C:2]([C:4]1[C:5]([C:10]([O:12][CH:13]([CH3:15])[CH3:14])=[O:11])=[N:6][CH:7]=[CH:8][CH:9]=1)=[O:3])[CH2:20][C:19]([OH:18])=[O:22], predict the reactants needed to synthesize it. The reactants are: Cl[C:2]([C:4]1[C:5]([C:10]([O:12][CH:13]([CH3:15])[CH3:14])=[O:11])=[N:6][CH:7]=[CH:8][CH:9]=1)=[O:3].Cl.C[O:18][C:19](=[O:22])[CH2:20][NH2:21].[CH:23](N(C(C)C)CC)(C)C. (10) Given the product [ClH:33].[ClH:33].[O:23]=[C:21]1[C:20]2[C:15](=[CH:16][CH:17]=[C:18]([C:24]3[CH:25]=[N:26][CH:27]=[C:28]([CH:32]=3)[C:29]([NH2:31])=[O:30])[CH:19]=2)[O:14][C:11]2([CH2:12][CH2:13][NH:8][CH2:9][CH2:10]2)[CH2:22]1, predict the reactants needed to synthesize it. The reactants are: C(OC([N:8]1[CH2:13][CH2:12][C:11]2([CH2:22][C:21](=[O:23])[C:20]3[C:15](=[CH:16][CH:17]=[C:18]([C:24]4[CH:25]=[N:26][CH:27]=[C:28]([CH:32]=4)[C:29]([NH2:31])=[O:30])[CH:19]=3)[O:14]2)[CH2:10][CH2:9]1)=O)(C)(C)C.[ClH:33].